This data is from NCI-60 drug combinations with 297,098 pairs across 59 cell lines. The task is: Regression. Given two drug SMILES strings and cell line genomic features, predict the synergy score measuring deviation from expected non-interaction effect. (1) Drug 1: C1=CC(=C2C(=C1NCCNCCO)C(=O)C3=C(C=CC(=C3C2=O)O)O)NCCNCCO. Drug 2: COC1=C2C(=CC3=C1OC=C3)C=CC(=O)O2. Cell line: NCI-H226. Synergy scores: CSS=35.4, Synergy_ZIP=3.42, Synergy_Bliss=4.34, Synergy_Loewe=-26.7, Synergy_HSA=2.28. (2) Drug 1: CN(C)N=NC1=C(NC=N1)C(=O)N. Drug 2: CS(=O)(=O)OCCCCOS(=O)(=O)C. Cell line: SF-539. Synergy scores: CSS=-3.83, Synergy_ZIP=-3.45, Synergy_Bliss=-7.24, Synergy_Loewe=-8.43, Synergy_HSA=-7.07.